This data is from Full USPTO retrosynthesis dataset with 1.9M reactions from patents (1976-2016). The task is: Predict the reactants needed to synthesize the given product. Given the product [Cl:1][C:2]1[CH:3]=[CH:4][C:5]([C:8]2[CH:13]=[CH:12][N:11]=[C:10]([S:14][CH3:18])[N:9]=2)=[CH:6][CH:7]=1, predict the reactants needed to synthesize it. The reactants are: [Cl:1][C:2]1[CH:7]=[CH:6][C:5]([C:8]2[CH:13]=[CH:12][N:11]=[C:10]([SH:14])[N:9]=2)=[CH:4][CH:3]=1.[OH-].[K+].I[CH3:18].